The task is: Predict which catalyst facilitates the given reaction.. This data is from Catalyst prediction with 721,799 reactions and 888 catalyst types from USPTO. (1) Reactant: [Cl:1][C:2]1[CH:7]=[CH:6][C:5]([CH2:8]O)=[C:4]([I:10])[CH:3]=1.C1C=CC(P(C2C=CC=CC=2)C2C=CC=CC=2)=CC=1.[N:30]([C:38](OC(C)C)=O)=NC(OC(C)C)=O.CC(C)(O)C#N. Product: [Cl:1][C:2]1[CH:7]=[CH:6][C:5]([CH2:8][C:38]#[N:30])=[C:4]([I:10])[CH:3]=1. The catalyst class is: 28. (2) Reactant: [F:1][C:2]([F:7])([F:6])[C:3]([OH:5])=[O:4].[NH2:8][C@H:9]1[CH2:13][C@@H:12]([N:14]2[CH:22]=[N:21][C:20]3[C:15]2=[N:16][C:17]([Cl:24])=[N:18][C:19]=3[NH2:23])[C@H:11]([OH:25])[C@@H:10]1[OH:26].C(N(C(C)C)CC)(C)C.[C:36](Cl)(=[O:39])[CH2:37][CH3:38]. Product: [F:1][C:2]([F:7])([F:6])[C:3]([OH:5])=[O:4].[NH2:23][C:19]1[N:18]=[C:17]([Cl:24])[N:16]=[C:15]2[C:20]=1[N:21]=[CH:22][N:14]2[C@@H:12]1[CH2:13][C@H:9]([NH:8][C:36](=[O:39])[CH2:37][CH3:38])[C@@H:10]([OH:26])[C@H:11]1[OH:25]. The catalyst class is: 1. (3) Reactant: Cl[C:2]1[CH:11]=[C:10]2[C:5]([C:6]([C:12]3[CH:17]=[CH:16][CH:15]=[CH:14][CH:13]=3)=[CH:7][CH:8]=[N:9]2)=[CH:4][CH:3]=1.[CH3:18][Mg+].[Br-]. Product: [CH3:18][C:2]1[CH:11]=[C:10]2[C:5]([C:6]([C:12]3[CH:17]=[CH:16][CH:15]=[CH:14][CH:13]=3)=[CH:7][CH:8]=[N:9]2)=[CH:4][CH:3]=1. The catalyst class is: 28.